From a dataset of B-cell epitopes from IEDB database with 3,159 antigens for binding position prediction. Token-level Classification. Given an antigen amino acid sequence, predict which amino acid positions are active epitope sites capable of antibody binding. Output is a list of indices for active positions. (1) Given the antigen sequence: MARALCPLQALWLLEWVLLLLGPCAAPPAWALNLDPVQLTFYAGPNGSQFGFSLDFHKDSHGRVAIVVGAPRTLGPSQEETGGVFLCPWRAEGGQCPSLLFDLRDETRNVGSQTLQTFKARQGLGASVVSWSDVIVACAPWQHWNVLEKTEEAEKTPVGSCFLAQPESGRRAEYSPCRGNTLSRIYVENDFSWDKRYCEAGFSSVVTQAGELVLGAPGGYYFLGLLAQAPVADIFSSYRPGILLWHVSSQSLSFDSSNPEYFDGYWGYSVAVGEFDGDLNTTEYVVGAPTWSWTLGAVEILDSYYQRLHRLRGEQMASYFGHSVAVTDVNGDGRHDLLVGAPLYMESRADRKLAEVGRVYLFLQPRGPHALGAPSLLLTGTQLYGRFGSAIAPLGDLDRDGYNDIAVAAPYGGPSGRGQVLVFLGQSEGLRSRPSQVLDSPFPTGSAFGFSLRGAVDIDDNGYPDLIVGAYGANQVAVYRAQPVVKASVQLLVQDSLNPA..., which amino acid positions are active epitope sites? The epitope positions are: [252, 253, 254, 255, 256, 257, 258, 259, 260, 261, 262, 263, 264, 265, 266, 267, 268]. The amino acids at these positions are: SFDSSNPEYFDGYWGYS. (2) The epitope positions are: [49, 50, 51, 52, 53, 54, 55, 56, 57, 58, 59, 60, 61, 62, 63]. The amino acids at these positions are: PPQLPQPPPQAQPLL. Given the antigen sequence: MATLEKLMKAFESLKSFQQQQQQQQQQQQQQQQQQQQQQQPPPPPPPPPPPQLPQPPPQAQPLLPQPQPPPPPPPPPPGPAVAEEPLHRPKKELSATKKDRVNHCLTICENIVAQSVRNSPEFQKLLGIAMELFLLCSDDAESDVRMVADECLNKVIKALMDSNLPRLQLELYKEIKKNGAPRSLRAALWRFAELAHLVRPQKCRPYLVNLLPCLTRTSKRPEESVQETLAAAVPKIMASFGNFANDNEIKVLLKAFIANLKSSSPTIRRTAAGSAVSICQHSRRTQYFYSWLLNVLLGLLVPVEDEHSTLLILGVLLTLRYLVPLLQQQVKDTSLKGSFGVTRKEMEVSPSAEQLVQVYELTLHHTQHQDHNVVTGALELLQQLFRTPPPELLQTLTAVGGIGQLTAAKEESGGRSRSGSIVELIAGGGSSCSPVLSRKQKGKVLLGEEEALEDDSESRSDVSSSALTASVKDEISGELAASSGVSTPGSAGHDIITEQ..., which amino acid positions are active epitope sites? (3) Given the antigen sequence: MASLLKSLALFKKNKDKPPLAAGSGGAIRGIKHVIIVPTPGDSSITTRSRLLDCLVKMVGDPDISGPKLTGALISILSLFVESPGQLIQRITDDPDISIKLVEVIQSDKTQSGLTFASRGASMDDEADRYFTYAEPNGGEERQSYWFENREIQDIEVQDPEGFNMMLATILAQIWILLAKAVTTPDTAADSELRRWVKYTQQRRVIGEFRLDKGWLDTVRNRIAEDLSLRRFMVALILDIKRTPGNKPRIAEMICDIDTYIVEAGLASFILTIKFGIETMYPALGLHEFAGELSTIESLMNLYQQMGELAPYMVILENSIQNKFSAGAYPLLWSYAMGVGVELESSMGGLNFGRSYFDPAYFRLGQEMVRRSAGKVSSNLASELGITEEEAKLVSEIAAYTGDDRNSRTSGPKQTQVSFLRTDQGGEIQHNASKKDEARVPQVRKETWASSRSDRYKEDTDNESVSPSVKTLIDVDTTPEADTDPLGSKKSAEALLKLQT..., which amino acid positions are active epitope sites? The epitope positions are: [500, 501, 502, 503, 504, 505, 506, 507, 508, 509, 510, 511, 512, 513, 514, 515, 516, 517, 518]. The amino acids at these positions are: MASILEGSTLGNDSLRTYN. (4) Given the antigen sequence: MKNFILLAVSSILLVDLFPTHCGHNVDLSKAINLNGVNFNNVDASSLGAAHVGQSASRGRGLGENPDDEEGDAKKKKDGKKAEPKNPRENKLKQPGDRADGQPAGDRADGQPAGDRADGQPAGDRADGQPAGDRADGQPAGDRAAGQPAGDRADGQPAGDRADGQPAGDRAAGQPAGDRAAGQPAGDRADGQPAGDRADGQPAGDRADGQPAGDRAAGQPAGDRAAGQPAGDRAAGQPAGDRAAGQPAGDRAAGQPAGDRAAGQPAGDRAAGQPAGNGAGGQAAGGNAGGQGQNNEGANAPNEKSVKEYLDKVRATVGTEWTPCSVTCGVGVRVRRRVNAANKKPEDLTLNDLETDVCTMDKCAGIFNVVSNSLGLVILLVLALFN, which amino acid positions are active epitope sites? The epitope positions are: [131, 132, 133, 134, 135, 136, 137, 138, 139, 140, 141, 142, 143, 144, 145, 146, 147, 148]. The amino acids at these positions are: GDRADGQPAGDRAAGQPA. (5) Given the antigen sequence: MPGFNYGGKGDGTGWSSKRGSGPEPGGG, which amino acid positions are active epitope sites? The epitope positions are: [18, 19, 20, 21, 22, 23, 24]. The amino acids at these positions are: RGSGPEP.